From a dataset of Forward reaction prediction with 1.9M reactions from USPTO patents (1976-2016). Predict the product of the given reaction. (1) The product is: [NH2:17][CH:5]([CH2:6][C:7]1[C:15]2[C:10](=[CH:11][CH:12]=[CH:13][C:14]=2[F:16])[NH:9][N:8]=1)[CH2:4][OH:3]. Given the reactants C([O:3][C:4](=O)[CH:5]([NH2:17])[CH2:6][C:7]1[C:15]2[C:10](=[CH:11][CH:12]=[CH:13][C:14]=2[F:16])[NH:9][N:8]=1)C.[BH4-].[Li+], predict the reaction product. (2) Given the reactants [C:1]([NH:5][C:6](=[O:35])[C:7]1[CH:12]=[CH:11][CH:10]=[C:9]([O:13][C:14]2[CH:19]=[CH:18][C:17]([NH:20][C:21]3[C:31]4[CH:30]=[C:29]([CH:32]=O)[CH2:28][CH2:27][NH:26][C:25]=4[N:24]=[CH:23][N:22]=3)=[CH:16][C:15]=2[Cl:34])[CH:8]=1)([CH3:4])([CH3:3])[CH3:2].[CH3:36][NH:37][CH2:38][CH2:39][S:40]([CH3:43])(=[O:42])=[O:41].C(O[BH-](OC(=O)C)OC(=O)C)(=O)C.[Na+], predict the reaction product. The product is: [C:1]([NH:5][C:6](=[O:35])[C:7]1[CH:12]=[CH:11][CH:10]=[C:9]([O:13][C:14]2[CH:19]=[CH:18][C:17]([NH:20][C:21]3[C:31]4[CH:30]=[C:29]([CH2:32][N:37]([CH3:36])[CH2:38][CH2:39][S:40]([CH3:43])(=[O:42])=[O:41])[CH2:28][CH2:27][NH:26][C:25]=4[N:24]=[CH:23][N:22]=3)=[CH:16][C:15]=2[Cl:34])[CH:8]=1)([CH3:4])([CH3:2])[CH3:3].